Dataset: Forward reaction prediction with 1.9M reactions from USPTO patents (1976-2016). Task: Predict the product of the given reaction. Given the reactants [CH3:1][O:2][C:3]1[CH:4]=[C:5]2[C:10](=[CH:11][C:12]=1[O:13][CH3:14])[N:9]=[CH:8][CH:7]=[C:6]2[O:15][C:16]1[CH:22]=[CH:21][C:19]([NH2:20])=[C:18]([CH3:23])[C:17]=1[CH3:24].ClC(Cl)(O[C:29](=[O:35])OC(Cl)(Cl)Cl)Cl.[NH2:37][C:38]1[N:43]=[C:42]([CH3:44])[CH:41]=[CH:40][CH:39]=1.CO, predict the reaction product. The product is: [CH3:1][O:2][C:3]1[CH:4]=[C:5]2[C:10](=[CH:11][C:12]=1[O:13][CH3:14])[N:9]=[CH:8][CH:7]=[C:6]2[O:15][C:16]1[CH:22]=[CH:21][C:19]([NH:20][C:29]([NH:37][C:38]2[CH:39]=[CH:40][CH:41]=[C:42]([CH3:44])[N:43]=2)=[O:35])=[C:18]([CH3:23])[C:17]=1[CH3:24].